From a dataset of Full USPTO retrosynthesis dataset with 1.9M reactions from patents (1976-2016). Predict the reactants needed to synthesize the given product. Given the product [C:1]([O:5][C:6]([N:8]1[CH2:13][CH2:12][C@@H:11]2[CH2:14][C:15](=[O:17])[CH2:16][C@@H:10]2[CH2:9]1)=[O:7])([CH3:4])([CH3:2])[CH3:3], predict the reactants needed to synthesize it. The reactants are: [C:1]([O:5][C:6]([N:8]1[CH2:13][CH2:12][C@@H:11]2[CH2:14][C:15]3(OCC[O:17]3)[CH2:16][C@@H:10]2[CH2:9]1)=[O:7])([CH3:4])([CH3:3])[CH3:2].C1(C)C=CC(S(O)(=O)=O)=CC=1.C(=O)(O)[O-].[Na+].